The task is: Binary Classification. Given a miRNA mature sequence and a target amino acid sequence, predict their likelihood of interaction.. This data is from Experimentally validated miRNA-target interactions with 360,000+ pairs, plus equal number of negative samples. (1) The miRNA is hsa-miR-520d-3p with sequence AAAGUGCUUCUCUUUGGUGGGU. The protein sequence of the target gene is MEVQVSQASLGFELTSVEKSLREWSRLSREVIAWLCPSSPNFILNFPPPPSASSVSMVQLFSSPFGYQSPSGHSEEEREGNMKSAKPQVNHSQHGESQRALSPLQSTLSSAASPSQAYETYIENGLICLKHKIRNIEKKKLKLEDYKDRLKSGEHLNPDQLEAVEKYEEVLHNLEFAKELQKTFSGLSLDLLKAQKKAQRREHMLKLEAEKKKLRTILQVQYVLQNLTQEHVQKDFKGGLNGAVYLPSKELDYLIKFSKLTCPERNESLSVEDQMEQSSLYFWDLLEGSEKAVVGTTYKH.... Result: 1 (interaction). (2) The miRNA is hsa-miR-30c-2-3p with sequence CUGGGAGAAGGCUGUUUACUCU. The protein sequence of the target gene is MFFGGEGSLTYTLVIICFLTLRLSASQNCLKKSLEDVVIDIQSSLSKGIRGNEPVYTSTQEDCINSCCSTKNISGDKACNLMIFDTRKTARQPNCYLFFCPNEEACPLKPAKGLMSYRIITDFPSLTRNLPSQELPQEDSLLHGQFSQAVTPLAHHHTDYSKPTDISWRDTLSQKFGSSDHLEKLFKMDEASAQLLAYKEKGHSQSSQFSSDQEIAHLLPENVSALPATVAVASPHTTSATPKPATLLPTNASVTPSGTSQPQLATTAPPVTTVTSQPPTTLISTVFTRAAATLQAMATT.... Result: 1 (interaction). (3) The miRNA is hsa-miR-455-3p with sequence GCAGUCCAUGGGCAUAUACAC. The protein sequence of the target gene is MADTLESSLEDPLRSFVRVLEKRDGTVLRLQQYSSGGVGCVVWDAAIVLSKYLETPEFSGDGAHALSRRSVLELGSGTGAVGLMAATLGADVVVTDLEELQDLLKMNINMNKHLVTGSVQAKVLKWGEEIEGFPSPPDFILMADCIYYEESLEPLLKTLKDISGFETCIICCYEQRTMGKNPEIEKKYFELLQLDFDFEKIPLEKHDEEYRSEDIHIIYIRKKKSKFPS. Result: 0 (no interaction).